This data is from Reaction yield outcomes from USPTO patents with 853,638 reactions. The task is: Predict the reaction yield, written as a fraction of the theoretical maximum amount of product (1.0 means a 100% yield; for example, 0.34 means a 34% yield). The reactants are [Li+].C[Si]([N-][Si](C)(C)C)(C)C.[CH3:11][N:12]([C:21](=[O:24])[CH2:22][CH3:23])[N:13]=[C:14]([C:18]([O-:20])=O)[C:15]([O-:17])=[O:16].O. The catalyst is C1COCC1. The product is [OH:20][C:18]1[C:14]([C:15]([OH:17])=[O:16])=[N:13][N:12]([CH3:11])[C:21](=[O:24])[C:22]=1[CH3:23]. The yield is 0.470.